From a dataset of Choline transporter screen with 302,306 compounds. Binary Classification. Given a drug SMILES string, predict its activity (active/inactive) in a high-throughput screening assay against a specified biological target. (1) The drug is O(c1c(Nc2nc3c(n4c2nnc4)cccc3)cc(OC)cc1)C. The result is 0 (inactive). (2) The compound is S(c1n(c(nn1)CNC(=O)Nc1cc(cc(c1)C)C)C)Cc1ccccc1. The result is 0 (inactive). (3) The compound is OC1(CCCCC1)Cc1[nH]ncc1. The result is 0 (inactive). (4) The compound is S=C(N(C1CCN(CC1)CCc1ccccc1)c1ccccc1)CC. The result is 1 (active). (5) The molecule is S(=O)(=O)(NCC1CCC(CC1)C(=O)NCc1sccc1)c1ccccc1. The result is 0 (inactive). (6) The drug is ONC=1CC(CC2=NN=C(C12)CCC)c1ccccc1. The result is 0 (inactive). (7) The drug is S(CC(=O)NCCc1ccccc1)c1nc2n(cccc2C)c(=O)n1. The result is 0 (inactive).